From a dataset of NCI-60 drug combinations with 297,098 pairs across 59 cell lines. Regression. Given two drug SMILES strings and cell line genomic features, predict the synergy score measuring deviation from expected non-interaction effect. (1) Drug 1: C1=CC(=C2C(=C1NCCNCCO)C(=O)C3=C(C=CC(=C3C2=O)O)O)NCCNCCO. Drug 2: CC1=C(C(=CC=C1)Cl)NC(=O)C2=CN=C(S2)NC3=CC(=NC(=N3)C)N4CCN(CC4)CCO. Cell line: SK-MEL-28. Synergy scores: CSS=28.7, Synergy_ZIP=-3.60, Synergy_Bliss=5.38, Synergy_Loewe=2.56, Synergy_HSA=5.71. (2) Drug 1: CS(=O)(=O)C1=CC(=C(C=C1)C(=O)NC2=CC(=C(C=C2)Cl)C3=CC=CC=N3)Cl. Drug 2: CC1C(C(CC(O1)OC2CC(OC(C2O)C)OC3=CC4=CC5=C(C(=O)C(C(C5)C(C(=O)C(C(C)O)O)OC)OC6CC(C(C(O6)C)O)OC7CC(C(C(O7)C)O)OC8CC(C(C(O8)C)O)(C)O)C(=C4C(=C3C)O)O)O)O. Cell line: M14. Synergy scores: CSS=7.30, Synergy_ZIP=28.7, Synergy_Bliss=30.7, Synergy_Loewe=27.5, Synergy_HSA=27.0. (3) Drug 1: C1=NC2=C(N=C(N=C2N1C3C(C(C(O3)CO)O)F)Cl)N. Drug 2: C1C(C(OC1N2C=NC(=NC2=O)N)CO)O. Cell line: OVCAR3. Synergy scores: CSS=12.6, Synergy_ZIP=-0.808, Synergy_Bliss=4.81, Synergy_Loewe=4.48, Synergy_HSA=4.80. (4) Drug 1: COC1=NC(=NC2=C1N=CN2C3C(C(C(O3)CO)O)O)N. Drug 2: CN(C(=O)NC(C=O)C(C(C(CO)O)O)O)N=O. Cell line: HOP-62. Synergy scores: CSS=10.0, Synergy_ZIP=11.9, Synergy_Bliss=16.4, Synergy_Loewe=6.34, Synergy_HSA=11.2. (5) Drug 1: CC1C(C(CC(O1)OC2CC(CC3=C2C(=C4C(=C3O)C(=O)C5=C(C4=O)C(=CC=C5)OC)O)(C(=O)CO)O)N)O.Cl. Drug 2: CN(CCCl)CCCl.Cl. Cell line: A498. Synergy scores: CSS=19.6, Synergy_ZIP=-10.1, Synergy_Bliss=-0.949, Synergy_Loewe=-2.82, Synergy_HSA=0.985. (6) Drug 1: C1CCN(CC1)CCOC2=CC=C(C=C2)C(=O)C3=C(SC4=C3C=CC(=C4)O)C5=CC=C(C=C5)O. Drug 2: CCC1=C2CN3C(=CC4=C(C3=O)COC(=O)C4(CC)O)C2=NC5=C1C=C(C=C5)O. Cell line: SNB-19. Synergy scores: CSS=39.2, Synergy_ZIP=1.78, Synergy_Bliss=2.31, Synergy_Loewe=-18.7, Synergy_HSA=1.18.